This data is from Reaction yield outcomes from USPTO patents with 853,638 reactions. The task is: Predict the reaction yield, written as a fraction of the theoretical maximum amount of product (1.0 means a 100% yield; for example, 0.34 means a 34% yield). (1) The reactants are O=[C:2]([CH2:10][CH2:11][C:12](=O)[C:13]1[CH:18]=[CH:17][C:16]([N:19]2[CH2:23][CH2:22][O:21][C:20]2=[O:24])=[CH:15][CH:14]=1)[CH2:3][CH2:4][C:5]([O:7][CH2:8][CH3:9])=[O:6].[NH2:26][C:27]1[CH:35]=[CH:34][C:30]([C:31]([NH2:33])=[O:32])=[CH:29][C:28]=1[CH3:36]. The catalyst is CCO.C(S([O-])(=O)=O)(F)(F)F.C(S([O-])(=O)=O)(F)(F)F.[Zn+2]. The product is [C:31]([C:30]1[CH:34]=[CH:35][C:27]([N:26]2[C:12]([C:13]3[CH:18]=[CH:17][C:16]([N:19]4[CH2:23][CH2:22][O:21][C:20]4=[O:24])=[CH:15][CH:14]=3)=[CH:11][CH:10]=[C:2]2[CH2:3][CH2:4][C:5]([O:7][CH2:8][CH3:9])=[O:6])=[C:28]([CH3:36])[CH:29]=1)(=[O:32])[NH2:33]. The yield is 0.390. (2) The reactants are [NH:1]1[C:9]2[C:4](=[CH:5][CH:6]=[CH:7][CH:8]=2)[C:3]2([CH2:13][O:12][C:11]3[CH:14]=[C:15]4[C:19](=[CH:20][C:10]2=3)[CH2:18][CH2:17][O:16]4)[C:2]1=[O:21].Br[CH2:23][C:24]([O:26][CH2:27][CH3:28])=[O:25].C(=O)([O-])[O-].[Cs+].[Cs+]. The catalyst is CC(C)=O. The product is [O:21]=[C:2]1[C:3]2([CH2:13][O:12][C:11]3[CH:14]=[C:15]4[C:19](=[CH:20][C:10]2=3)[CH2:18][CH2:17][O:16]4)[C:4]2[C:9](=[CH:8][CH:7]=[CH:6][CH:5]=2)[N:1]1[CH2:23][C:24]([O:26][CH2:27][CH3:28])=[O:25]. The yield is 0.630. (3) The reactants are [Cl:1][C:2]1[CH:3]=[C:4]2[C:9](=[CH:10][C:11]=1[O:12][C:13]1[CH:21]=[CH:20][C:16]([C:17](O)=[O:18])=[CH:15][CH:14]=1)[O:8][CH2:7][CH2:6][CH:5]2[C:22]([O:24][CH2:25][CH3:26])=[O:23].O.ON1C2C=CC=CC=2N=N1.Cl.C(N=C=NCCCN(C)C)C.[CH3:50][C:51]1[CH:59]=[CH:58][C:54]([CH2:55][CH2:56][NH2:57])=[CH:53][CH:52]=1. The catalyst is CN(C)C=O.O. The product is [Cl:1][C:2]1[CH:3]=[C:4]2[C:9](=[CH:10][C:11]=1[O:12][C:13]1[CH:21]=[CH:20][C:16]([C:17](=[O:18])[NH:57][CH2:56][CH2:55][C:54]3[CH:58]=[CH:59][C:51]([CH3:50])=[CH:52][CH:53]=3)=[CH:15][CH:14]=1)[O:8][CH2:7][CH2:6][CH:5]2[C:22]([O:24][CH2:25][CH3:26])=[O:23]. The yield is 0.960. (4) The reactants are [H-].[Na+].[CH2:3]([N:5]([CH2:9][CH3:10])[CH2:6][CH2:7][OH:8])[CH3:4].Br[CH2:12][C:13]1[N:18]=[C:17]([CH2:19][O:20][C:21]2[CH:42]=[CH:41][C:24]([C:25]([NH:27][C:28]3[CH:29]=[C:30]([CH:37]=[CH:38][C:39]=3[CH3:40])[C:31]([NH:33][CH:34]3[CH2:36][CH2:35]3)=[O:32])=[O:26])=[CH:23][CH:22]=2)[CH:16]=[CH:15][CH:14]=1. The catalyst is CC(N(C)C)=O. The product is [CH:34]1([NH:33][C:31](=[O:32])[C:30]2[CH:37]=[CH:38][C:39]([CH3:40])=[C:28]([NH:27][C:25](=[O:26])[C:24]3[CH:41]=[CH:42][C:21]([O:20][CH2:19][C:17]4[CH:16]=[CH:15][CH:14]=[C:13]([CH2:12][O:8][CH2:7][CH2:6][N:5]([CH2:9][CH3:10])[CH2:3][CH3:4])[N:18]=4)=[CH:22][CH:23]=3)[CH:29]=2)[CH2:35][CH2:36]1. The yield is 0.350. (5) The reactants are Cl[C:2]1[C:3]2[N:11]=[C:10]([C:12]3[CH:17]=[CH:16][C:15]([F:18])=[CH:14][CH:13]=3)[S:9][C:4]=2[N:5]=[C:6]([CH3:8])[N:7]=1.C(N(CC)CC)C.[Cl:26][C:27]1[CH:42]=[CH:41][C:30]([O:31][CH2:32][C:33]([N:35]2[CH2:40][CH2:39][NH:38][CH2:37][CH2:36]2)=[O:34])=[CH:29][CH:28]=1. The catalyst is O1CCOCC1. The product is [Cl:26][C:27]1[CH:28]=[CH:29][C:30]([O:31][CH2:32][C:33]([N:35]2[CH2:40][CH2:39][N:38]([C:2]3[C:3]4[N:11]=[C:10]([C:12]5[CH:17]=[CH:16][C:15]([F:18])=[CH:14][CH:13]=5)[S:9][C:4]=4[N:5]=[C:6]([CH3:8])[N:7]=3)[CH2:37][CH2:36]2)=[O:34])=[CH:41][CH:42]=1. The yield is 0.750. (6) The product is [O:25]1[C:29]2[CH:30]=[CH:31][CH:32]=[CH:33][C:28]=2[CH:27]=[C:26]1[C:2]1[CH:23]=[CH:22][C:5]([C:6]([NH:8][S:9]([C:12]2[CH:17]=[CH:16][CH:15]=[CH:14][C:13]=2[S:18](=[O:21])(=[O:20])[NH2:19])(=[O:11])=[O:10])=[O:7])=[C:4]([F:24])[CH:3]=1. The catalyst is O1CCCC1.C1C=CC(P(C2C=CC=CC=2)[C-]2C=CC=C2)=CC=1.C1C=CC(P(C2C=CC=CC=2)[C-]2C=CC=C2)=CC=1.Cl[Pd]Cl.[Fe+2]. The yield is 0.390. The reactants are Br[C:2]1[CH:23]=[CH:22][C:5]([C:6]([NH:8][S:9]([C:12]2[CH:17]=[CH:16][CH:15]=[CH:14][C:13]=2[S:18](=[O:21])(=[O:20])[NH2:19])(=[O:11])=[O:10])=[O:7])=[C:4]([F:24])[CH:3]=1.[O:25]1[C:29]2[CH:30]=[CH:31][CH:32]=[CH:33][C:28]=2[CH:27]=[C:26]1B(O)O.C(=O)([O-])[O-].[K+].[K+].O.